The task is: Binary Classification. Given a drug SMILES string, predict its activity (active/inactive) in a high-throughput screening assay against a specified biological target.. This data is from Choline transporter screen with 302,306 compounds. (1) The drug is s1c2nc3n(c(=O)c2c(c1C)C)cc(cc3C(OCC)=O)C(=O)c1c(O)cccc1. The result is 0 (inactive). (2) The molecule is S(c1nc(nc2CCCCc12)c1ccccc1)CC. The result is 0 (inactive). (3) The drug is Fc1cc(n2c(=O)c(=O)n(CC(=O)NCCc3ccccc3)cc2)ccc1F. The result is 0 (inactive). (4) The compound is Brc1ccc(C(=O)c2sc3nc(N4CCOCC4)c4c(CC(N(C4)C)(C)C)c3c2N)cc1. The result is 0 (inactive). (5) The compound is OC(C(O)CNc1cc(c(cc1)C)C)C(O)CO. The result is 0 (inactive). (6) The molecule is O=C(C1CCCN(C1)C)c1ccc(cc1)c1ccccc1. The result is 0 (inactive). (7) The drug is S(=O)(=O)(N1CCc2c1cccc2)c1ncn(c1)CC(=O)Nc1cc(ccc1)C#N. The result is 0 (inactive).